This data is from Peptide-MHC class I binding affinity with 185,985 pairs from IEDB/IMGT. The task is: Regression. Given a peptide amino acid sequence and an MHC pseudo amino acid sequence, predict their binding affinity value. This is MHC class I binding data. (1) The peptide sequence is ASSEPHCAL. The MHC is HLA-A03:01 with pseudo-sequence HLA-A03:01. The binding affinity (normalized) is 0.0847. (2) The peptide sequence is QRLSATLQR. The MHC is Mamu-B08 with pseudo-sequence Mamu-B08. The binding affinity (normalized) is 0.104. (3) The peptide sequence is YYPSARIVY. The MHC is HLA-A24:02 with pseudo-sequence HLA-A24:02. The binding affinity (normalized) is 0. (4) The peptide sequence is AIKILIGFR. The MHC is HLA-A33:01 with pseudo-sequence HLA-A33:01. The binding affinity (normalized) is 0.442.